From a dataset of Full USPTO retrosynthesis dataset with 1.9M reactions from patents (1976-2016). Predict the reactants needed to synthesize the given product. (1) Given the product [ClH:78].[CH:48]1([N:45]2[CH2:44][CH2:43][C:42]([S:51]([C:54]3[CH:55]=[CH:56][C:57]([C:60]4[CH:65]=[CH:64][C:63]([CH2:66][CH2:67][C:68]([F:74])([F:73])[C:69]([F:70])([F:71])[F:72])=[CH:62][CH:61]=4)=[CH:58][CH:59]=3)(=[O:53])=[O:52])([C:40]([NH:39][OH:38])=[O:41])[CH2:47][CH2:46]2)[CH2:49][CH2:50]1, predict the reactants needed to synthesize it. The reactants are: ONC(=O)C(S(C1C=CC(C2C=CC(CCCC(F)(F)F)=CC=2)=CC=1)(=O)=O)CCOC.O1CCCCC1[O:38][NH:39][C:40]([C:42]1([S:51]([C:54]2[CH:59]=[CH:58][C:57]([C:60]3[CH:65]=[CH:64][C:63]([CH2:66][CH2:67][C:68]([F:74])([F:73])[C:69]([F:72])([F:71])[F:70])=[CH:62][CH:61]=3)=[CH:56][CH:55]=2)(=[O:53])=[O:52])[CH2:47][CH2:46][N:45]([CH:48]2[CH2:50][CH2:49]2)[CH2:44][CH2:43]1)=[O:41].C(O)C.[ClH:78]. (2) Given the product [NH2:7][C@@H:8]1[CH2:9][CH2:10][C@H:11]([O:14][C:25]2[CH:24]=[C:23]3[C:28](=[CH:27][C:26]=2[Cl:29])[C:19](=[O:38])[NH:20][CH:21]=[CH:22]3)[CH2:12][CH2:13]1, predict the reactants needed to synthesize it. The reactants are: C(OC(=O)[NH:7][C@H:8]1[CH2:13][CH2:12][C@@H:11]([OH:14])[CH2:10][CH2:9]1)(C)(C)C.[H-].[Na+].Cl[C:19]1[C:28]2[C:23](=[CH:24][C:25](F)=[C:26]([Cl:29])[CH:27]=2)[CH:22]=[CH:21][N:20]=1.C([OH:38])C1C=CC=CC=1.Cl.[OH-].[Na+]. (3) Given the product [OH:20][C:19]1[C:18]2[C:13](=[CH:14][C:15]([O:21][C:22]3[CH:23]=[CH:24][CH:25]=[CH:26][CH:27]=3)=[CH:16][CH:17]=2)[CH:12]=[N:11][C:10]=1[C:8]([NH:7][CH2:6][CH2:5][C:4]([CH3:29])([CH3:28])[C:3]([OH:30])=[O:2])=[O:9], predict the reactants needed to synthesize it. The reactants are: C[O:2][C:3](=[O:30])[C:4]([CH3:29])([CH3:28])[CH2:5][CH2:6][NH:7][C:8]([C:10]1[N:11]=[CH:12][C:13]2[C:18]([C:19]=1[OH:20])=[CH:17][CH:16]=[C:15]([O:21][C:22]1[CH:27]=[CH:26][CH:25]=[CH:24][CH:23]=1)[CH:14]=2)=[O:9].[OH-].[Na+].CO.Cl. (4) Given the product [Cl:14][C:15]1[CH:35]=[CH:34][C:18]([CH2:19][N:20]2[C:28]3[C:23](=[CH:24][C:25]([C:29](=[O:30])[NH:13][C@H:11]([C:7]4[CH:8]=[CH:9][CH:10]=[C:5]([CH:2]([CH3:4])[CH3:3])[CH:6]=4)[CH3:12])=[CH:26][CH:27]=3)[C:22]([CH3:32])=[C:21]2[CH3:33])=[CH:17][C:16]=1[O:36][C@H:37]([CH:42]([CH3:43])[CH3:44])[C:38]([O:40][CH3:41])=[O:39], predict the reactants needed to synthesize it. The reactants are: Cl.[CH:2]([C:5]1[CH:6]=[C:7]([C@@H:11]([NH2:13])[CH3:12])[CH:8]=[CH:9][CH:10]=1)([CH3:4])[CH3:3].[Cl:14][C:15]1[CH:35]=[CH:34][C:18]([CH2:19][N:20]2[C:28]3[C:23](=[CH:24][C:25]([C:29](O)=[O:30])=[CH:26][CH:27]=3)[C:22]([CH3:32])=[C:21]2[CH3:33])=[CH:17][C:16]=1[O:36][C@H:37]([CH:42]([CH3:44])[CH3:43])[C:38]([O:40][CH3:41])=[O:39]. (5) Given the product [N:1]([C:4]1[CH:5]=[CH:6][C:7]([CH3:30])=[C:8]([C:10]([C:12]2[CH:17]=[CH:16][C:15]([NH:18][C:19]3[CH:24]=[CH:23][CH:22]=[C:25]([F:28])[CH:20]=3)=[CH:14][C:13]=2[Cl:29])=[O:11])[CH:9]=1)=[N+:2]=[N-:3], predict the reactants needed to synthesize it. The reactants are: [N:1]([C:4]1[CH:5]=[CH:6][C:7]([CH3:30])=[C:8]([C:10]([C:12]2[CH:17]=[CH:16][C:15]([NH:18][C:19]3[CH:24]=[CH:23][C:22]([C:25]([F:28])(F)F)=C[CH:20]=3)=[CH:14][C:13]=2[Cl:29])=[O:11])[CH:9]=1)=[N+:2]=[N-:3].NC1C=CC(C)=C(C(C2C=CC(NC3C=CC=C(F)C=3)=CC=2Cl)=O)C=1. (6) Given the product [C:31]([O:35][C:36]([C:38]1[CH:49]=[C:48]([O:50][C:51]2[CH:52]=[CH:53][C:54]([S:57]([CH:60]3[CH2:61][CH2:62]3)(=[O:59])=[O:58])=[CH:55][CH:56]=2)[C:41]2[CH2:42][C:43]([CH2:46][O:47][CH3:1])([CH3:45])[O:44][C:40]=2[CH:39]=1)=[O:37])([CH3:32])([CH3:33])[CH3:34], predict the reactants needed to synthesize it. The reactants are: [C:1](OC(C1C=C(OC2C=CC(S(C)(=O)=O)=CC=2)C2CC(COC)OC=2C=1)=O)(C)(C)C.[C:31]([O:35][C:36]([C:38]1[CH:49]=[C:48]([O:50][C:51]2[CH:56]=[CH:55][C:54]([S:57]([CH:60]3[CH2:62][CH2:61]3)(=[O:59])=[O:58])=[CH:53][CH:52]=2)[C:41]2[CH2:42][C:43]([CH2:46][OH:47])([CH3:45])[O:44][C:40]=2[CH:39]=1)=[O:37])([CH3:34])([CH3:33])[CH3:32].CI.